Predict the product of the given reaction. From a dataset of Forward reaction prediction with 1.9M reactions from USPTO patents (1976-2016). Given the reactants [CH2:1]([O:3][C:4]([C:6]1[CH:7]=[N:8][C:9]2[C:14]([C:15]=1Cl)=[CH:13][CH:12]=[CH:11][C:10]=2[N+:17]([O-])=O)=[O:5])[CH3:2].[F:20][C:21]1[CH:22]=[C:23]([CH:26]=[CH:27][CH:28]=1)[CH2:24][NH2:25], predict the reaction product. The product is: [CH2:1]([O:3][C:4]([C:6]1[CH:7]=[N:8][C:9]2[C:14]([C:15]=1[NH:25][CH2:24][C:23]1[CH:26]=[CH:27][CH:28]=[C:21]([F:20])[CH:22]=1)=[CH:13][CH:12]=[CH:11][C:10]=2[NH2:17])=[O:5])[CH3:2].